This data is from Peptide-MHC class I binding affinity with 185,985 pairs from IEDB/IMGT. The task is: Regression. Given a peptide amino acid sequence and an MHC pseudo amino acid sequence, predict their binding affinity value. This is MHC class I binding data. (1) The peptide sequence is KKPRNFPM. The MHC is Mamu-B03 with pseudo-sequence Mamu-B03. The binding affinity (normalized) is 0.275. (2) The peptide sequence is RSTAIKVTK. The MHC is HLA-A31:01 with pseudo-sequence HLA-A31:01. The binding affinity (normalized) is 0.978. (3) The peptide sequence is DLMSMSDGEF. The MHC is HLA-A29:02 with pseudo-sequence HLA-A29:02. The binding affinity (normalized) is 0.160. (4) The peptide sequence is ITATIEGRK. The MHC is HLA-A02:02 with pseudo-sequence HLA-A02:02. The binding affinity (normalized) is 0.